Dataset: NCI-60 drug combinations with 297,098 pairs across 59 cell lines. Task: Regression. Given two drug SMILES strings and cell line genomic features, predict the synergy score measuring deviation from expected non-interaction effect. (1) Drug 1: C1C(C(OC1N2C=NC3=C(N=C(N=C32)Cl)N)CO)O. Drug 2: CC1=C(C(=CC=C1)Cl)NC(=O)C2=CN=C(S2)NC3=CC(=NC(=N3)C)N4CCN(CC4)CCO. Cell line: MOLT-4. Synergy scores: CSS=51.5, Synergy_ZIP=-2.06, Synergy_Bliss=-3.77, Synergy_Loewe=-13.0, Synergy_HSA=-3.20. (2) Drug 1: CC1=C(C(CCC1)(C)C)C=CC(=CC=CC(=CC(=O)O)C)C. Drug 2: CC1CCC2CC(C(=CC=CC=CC(CC(C(=O)C(C(C(=CC(C(=O)CC(OC(=O)C3CCCCN3C(=O)C(=O)C1(O2)O)C(C)CC4CCC(C(C4)OC)OCCO)C)C)O)OC)C)C)C)OC. Cell line: OVCAR-4. Synergy scores: CSS=11.8, Synergy_ZIP=-0.489, Synergy_Bliss=3.61, Synergy_Loewe=-4.64, Synergy_HSA=0.670. (3) Drug 1: C1CCC(C1)C(CC#N)N2C=C(C=N2)C3=C4C=CNC4=NC=N3. Drug 2: C1C(C(OC1N2C=NC3=C(N=C(N=C32)Cl)N)CO)O. Cell line: HCT-15. Synergy scores: CSS=10.1, Synergy_ZIP=-2.99, Synergy_Bliss=2.58, Synergy_Loewe=-6.96, Synergy_HSA=0.775. (4) Drug 1: CC1CCC2CC(C(=CC=CC=CC(CC(C(=O)C(C(C(=CC(C(=O)CC(OC(=O)C3CCCCN3C(=O)C(=O)C1(O2)O)C(C)CC4CCC(C(C4)OC)OCCO)C)C)O)OC)C)C)C)OC. Drug 2: CC1=C(N=C(N=C1N)C(CC(=O)N)NCC(C(=O)N)N)C(=O)NC(C(C2=CN=CN2)OC3C(C(C(C(O3)CO)O)O)OC4C(C(C(C(O4)CO)O)OC(=O)N)O)C(=O)NC(C)C(C(C)C(=O)NC(C(C)O)C(=O)NCCC5=NC(=CS5)C6=NC(=CS6)C(=O)NCCC[S+](C)C)O. Cell line: HS 578T. Synergy scores: CSS=28.2, Synergy_ZIP=-2.51, Synergy_Bliss=-1.63, Synergy_Loewe=3.53, Synergy_HSA=4.12. (5) Drug 1: CN1CCC(CC1)COC2=C(C=C3C(=C2)N=CN=C3NC4=C(C=C(C=C4)Br)F)OC. Drug 2: CC1=C(C(=CC=C1)Cl)NC(=O)C2=CN=C(S2)NC3=CC(=NC(=N3)C)N4CCN(CC4)CCO. Cell line: HCC-2998. Synergy scores: CSS=3.35, Synergy_ZIP=-2.37, Synergy_Bliss=-1.77, Synergy_Loewe=-1.03, Synergy_HSA=-1.04. (6) Drug 1: CCC1(CC2CC(C3=C(CCN(C2)C1)C4=CC=CC=C4N3)(C5=C(C=C6C(=C5)C78CCN9C7C(C=CC9)(C(C(C8N6C=O)(C(=O)OC)O)OC(=O)C)CC)OC)C(=O)OC)O.OS(=O)(=O)O. Drug 2: C1=NC2=C(N=C(N=C2N1C3C(C(C(O3)CO)O)F)Cl)N. Cell line: CAKI-1. Synergy scores: CSS=21.3, Synergy_ZIP=1.92, Synergy_Bliss=4.97, Synergy_Loewe=-17.7, Synergy_HSA=-6.76. (7) Drug 1: CNC(=O)C1=CC=CC=C1SC2=CC3=C(C=C2)C(=NN3)C=CC4=CC=CC=N4. Drug 2: CN(CC1=CN=C2C(=N1)C(=NC(=N2)N)N)C3=CC=C(C=C3)C(=O)NC(CCC(=O)O)C(=O)O. Cell line: OVCAR-8. Synergy scores: CSS=28.0, Synergy_ZIP=5.72, Synergy_Bliss=8.42, Synergy_Loewe=-17.7, Synergy_HSA=6.89.